Dataset: Peptide-MHC class I binding affinity with 185,985 pairs from IEDB/IMGT. Task: Regression. Given a peptide amino acid sequence and an MHC pseudo amino acid sequence, predict their binding affinity value. This is MHC class I binding data. The peptide sequence is TRKIRSEEL. The MHC is HLA-B44:02 with pseudo-sequence HLA-B44:02. The binding affinity (normalized) is 0.0847.